Dataset: Full USPTO retrosynthesis dataset with 1.9M reactions from patents (1976-2016). Task: Predict the reactants needed to synthesize the given product. (1) Given the product [N+:2]([C:5]1[CH:6]=[CH:7][C:8]([CH2:11][NH:12][C:19](=[O:21])[CH3:20])=[CH:9][CH:10]=1)([O-:4])=[O:3], predict the reactants needed to synthesize it. The reactants are: Cl.[N+:2]([C:5]1[CH:10]=[CH:9][C:8]([CH2:11][NH2:12])=[CH:7][CH:6]=1)([O-:4])=[O:3].N1C=CC=CC=1.[C:19](OC(=O)C)(=[O:21])[CH3:20]. (2) Given the product [CH2:7]([C:5]1([C:8]2[CH:9]=[CH:10][C:11]([C:14]#[C:15][C:16]3[CH:17]=[CH:18][C:19]([C:20]([O:22][CH2:23][CH3:24])=[O:21])=[CH:25][CH:26]=3)=[CH:12][CH:13]=2)[CH2:6][O:4]1)[C:31]1[CH:36]=[CH:35][CH:34]=[CH:33][CH:32]=1, predict the reactants needed to synthesize it. The reactants are: C([O:4][C:5]1([C:8]2[CH:13]=[CH:12][C:11]([C:14]#[C:15][C:16]3[CH:26]=[CH:25][C:19]([C:20]([O:22][CH2:23][CH3:24])=[O:21])=[CH:18][CH:17]=3)=[CH:10][CH:9]=2)[CH2:7][CH2:6]1)(C)C.C(OC(=O)[C:31]1[CH:36]=[CH:35][C:34](I)=[CH:33][CH:32]=1)C. (3) Given the product [C:1]([CH2:4][CH2:5][NH:6][C:7]1[CH:12]=[CH:11][C:10]([C:13]2[CH:14]=[C:15]([C:25]3[CH:30]=[CH:29][C:28]([C:31]([OH:33])=[O:32])=[CH:27][CH:26]=3)[CH:16]=[CH:17][C:18]=2[O:19][CH2:20][CH2:21][CH2:22][CH2:23][OH:24])=[CH:9][C:8]=1[C:36]([CH3:39])([CH3:38])[CH3:37])(=[O:3])[CH3:2], predict the reactants needed to synthesize it. The reactants are: [C:1]([CH2:4][CH2:5][NH:6][C:7]1[CH:12]=[CH:11][C:10]([C:13]2[CH:14]=[C:15]([C:25]3[CH:30]=[CH:29][C:28]([C:31]([O:33]CC)=[O:32])=[CH:27][CH:26]=3)[CH:16]=[CH:17][C:18]=2[O:19][CH2:20][CH2:21][CH2:22][CH2:23][OH:24])=[CH:9][C:8]=1[C:36]([CH3:39])([CH3:38])[CH3:37])(=[O:3])[CH3:2].[OH-].[Na+].